Dataset: Forward reaction prediction with 1.9M reactions from USPTO patents (1976-2016). Task: Predict the product of the given reaction. (1) The product is: [OH:15][C:16]1[CH:24]=[CH:23][CH:22]=[CH:21][C:17]=1[CH2:18][N:19]([CH3:20])[C:12](=[O:14])[CH2:11][CH2:10][CH2:9][S:8][C:5]1[CH:4]=[CH:3][C:2]([OH:1])=[CH:7][CH:6]=1. Given the reactants [OH:1][C:2]1[CH:7]=[CH:6][C:5]([S:8][CH2:9][CH2:10][CH2:11][C:12]([OH:14])=O)=[CH:4][CH:3]=1.[OH:15][C:16]1[CH:24]=[CH:23][CH:22]=[CH:21][C:17]=1[CH2:18][NH:19][CH3:20], predict the reaction product. (2) Given the reactants [CH2:1]([NH:8][C:9]([C:11]1([CH3:25])[CH2:20][CH2:19][C:18]2[C:13](=[C:14]([CH3:24])[C:15]([CH3:23])=[C:16]([OH:22])[C:17]=2[CH3:21])[O:12]1)=[O:10])[C:2]1[CH:7]=[CH:6][CH:5]=[CH:4][CH:3]=1.[O:26]=[N+]([O-])[O-].[O-][N+](=O)[O-].[O-][N+](=O)[O-].[O-][N+](=O)[O-].[O-][N+](=O)[O-].[O-][N+](=O)[O-].[Ce+4].[NH4+].[NH4+], predict the reaction product. The product is: [CH2:1]([NH:8][C:9](=[O:10])[C:11]([OH:26])([CH3:25])[CH2:20][CH2:19][C:18]1[C:13](=[O:12])[C:14]([CH3:24])=[C:15]([CH3:23])[C:16](=[O:22])[C:17]=1[CH3:21])[C:2]1[CH:7]=[CH:6][CH:5]=[CH:4][CH:3]=1. (3) Given the reactants [C:1]1([CH:7]2[CH2:12][CH2:11][NH:10][CH2:9][CH2:8]2)[CH:6]=[CH:5][CH:4]=[CH:3][CH:2]=1.C(=O)([O-])[O-].[Cs+].[Cs+].C1(P(C2CCCCC2)C2C=CC=CC=2C2C(C(C)C)=CC(C(C)C)=CC=2C(C)C)CCCCC1.[C:53]([NH:61][C:62]1[CH:74]=[C:73](Br)[CH:72]=[CH:71][C:63]=1[C:64]([O:66][C:67]([CH3:70])([CH3:69])[CH3:68])=[O:65])(=[O:60])[C:54]1[CH:59]=[CH:58][CH:57]=[CH:56][CH:55]=1.C(O)(=O)CC(CC(O)=O)(C(O)=O)O, predict the reaction product. The product is: [C:53]([NH:61][C:62]1[CH:74]=[C:73]([N:10]2[CH2:9][CH2:8][CH:7]([C:1]3[CH:6]=[CH:5][CH:4]=[CH:3][CH:2]=3)[CH2:12][CH2:11]2)[CH:72]=[CH:71][C:63]=1[C:64]([O:66][C:67]([CH3:69])([CH3:70])[CH3:68])=[O:65])(=[O:60])[C:54]1[CH:55]=[CH:56][CH:57]=[CH:58][CH:59]=1. (4) Given the reactants [Cl:1][C:2]1[CH:7]=[CH:6][C:5]([C:8]2[C:13]([CH3:14])=[N:12][NH:11][C:10](=O)[C:9]=2[C:16]2[C:21]([Cl:22])=[CH:20][C:19]([O:23][CH3:24])=[CH:18][N:17]=2)=[CH:4][CH:3]=1.P(Cl)(Cl)([Cl:27])=O, predict the reaction product. The product is: [Cl:27][C:10]1[N:11]=[N:12][C:13]([CH3:14])=[C:8]([C:5]2[CH:6]=[CH:7][C:2]([Cl:1])=[CH:3][CH:4]=2)[C:9]=1[C:16]1[C:21]([Cl:22])=[CH:20][C:19]([O:23][CH3:24])=[CH:18][N:17]=1. (5) The product is: [CH:1]([C:2]1[N:3]=[N:4][CH:5]=[CH:6][CH:7]=1)=[CH:8][C:9]1[CH:14]=[CH:13][CH:12]=[CH:11][CH:10]=1. Given the reactants [CH3:1][C:2]1[N:3]=[N:4][CH:5]=[CH:6][CH:7]=1.[CH:8](=O)[C:9]1[CH:14]=[CH:13][CH:12]=[CH:11][CH:10]=1, predict the reaction product. (6) Given the reactants [N:1]([C@H:4]1[C@@H:9]([NH:10][C:11]([C:13]2[NH:14][C:15]([CH3:20])=[C:16]([Cl:19])[C:17]=2[Cl:18])=[O:12])[CH2:8][CH2:7][N:6]([C:21]2[S:22][C:23]([C:26]([O:28][CH3:29])=[O:27])=[CH:24][N:25]=2)[CH2:5]1)=[N+]=[N-].C1(P(C2C=CC=CC=2)C2C=CC=CC=2)C=CC=CC=1, predict the reaction product. The product is: [NH2:1][C@H:4]1[C@@H:9]([NH:10][C:11]([C:13]2[NH:14][C:15]([CH3:20])=[C:16]([Cl:19])[C:17]=2[Cl:18])=[O:12])[CH2:8][CH2:7][N:6]([C:21]2[S:22][C:23]([C:26]([O:28][CH3:29])=[O:27])=[CH:24][N:25]=2)[CH2:5]1.